This data is from Reaction yield outcomes from USPTO patents with 853,638 reactions. The task is: Predict the reaction yield, written as a fraction of the theoretical maximum amount of product (1.0 means a 100% yield; for example, 0.34 means a 34% yield). (1) The reactants are [NH2:1][C:2]1[CH:9]=[CH:8][CH:7]=[C:6]([O:10][CH2:11][CH2:12][CH2:13][CH2:14][S:15][CH3:16])[C:3]=1[C:4]#[N:5].[S:17](Cl)(=[O:20])(=[O:19])[NH2:18]. No catalyst specified. The product is [S:17]([NH:1][C:2]1[CH:9]=[CH:8][CH:7]=[C:6]([O:10][CH2:11][CH2:12][CH2:13][CH2:14][S:15][CH3:16])[C:3]=1[C:4]#[N:5])(=[O:20])(=[O:19])[NH2:18]. The yield is 0.660. (2) The reactants are C[O:2][C:3]([C:5]1[CH:10]=[N:9][C:8](Cl)=[C:7](Br)[N:6]=1)=[O:4].C([O-])([O-])=O.[Cs+].[Cs+].[CH2:19]([OH:22])[CH2:20][CH3:21].[NH:23]1[CH2:27][CH2:26][CH2:25][CH2:24]1.[OH-].[K+]. The catalyst is CN(C=O)C.O. The product is [CH2:19]([O:22][C:7]1[N:6]=[C:5]([C:3]([OH:2])=[O:4])[CH:10]=[N:9][C:8]=1[N:23]1[CH2:27][CH2:26][CH2:25][CH2:24]1)[CH2:20][CH3:21]. The yield is 0.170.